This data is from Peptide-MHC class II binding affinity with 134,281 pairs from IEDB. The task is: Regression. Given a peptide amino acid sequence and an MHC pseudo amino acid sequence, predict their binding affinity value. This is MHC class II binding data. (1) The peptide sequence is RLFKAFILDGDNLFP. The MHC is DRB1_0401 with pseudo-sequence DRB1_0401. The binding affinity (normalized) is 0.693. (2) The peptide sequence is VLNRKTFEREYPTIK. The MHC is DRB4_0103 with pseudo-sequence DRB4_0103. The binding affinity (normalized) is 0.689. (3) The peptide sequence is IFKVAATAANAAPAN. The MHC is HLA-DPA10103-DPB10301 with pseudo-sequence HLA-DPA10103-DPB10301. The binding affinity (normalized) is 0.462. (4) The MHC is DRB1_1302 with pseudo-sequence DRB1_1302. The binding affinity (normalized) is 0.495. The peptide sequence is NKSAFQSSVASGFIG. (5) The peptide sequence is KMIGGIGGFVKVRQYDQILI. The MHC is HLA-DQA10101-DQB10501 with pseudo-sequence HLA-DQA10101-DQB10501. The binding affinity (normalized) is 0.417. (6) The peptide sequence is KLIADSIDFNQVAQV. The MHC is DRB1_0701 with pseudo-sequence DRB1_0701. The binding affinity (normalized) is 0.175. (7) The peptide sequence is NCNIAPLMVAYMLER. The binding affinity (normalized) is 0.130. The MHC is DRB1_0301 with pseudo-sequence DRB1_0301. (8) The peptide sequence is RGKMDVSGVQAPVGA. The MHC is HLA-DQA10102-DQB10602 with pseudo-sequence HLA-DQA10102-DQB10602. The binding affinity (normalized) is 0.338.